Dataset: Drug-target binding data from BindingDB using Ki measurements. Task: Regression. Given a target protein amino acid sequence and a drug SMILES string, predict the binding affinity score between them. We predict pKi (pKi = -log10(Ki in M); higher means stronger inhibition). Dataset: bindingdb_ki. The compound is O=c1cc(O)n([C@@H]2O[C@H](COP(=O)(O)O)[C@@H](O)[C@H]2O)c(=O)[nH]1. The target protein (P03962) has sequence MSKATYKERAATHPSPVAAKLFNIMHEKQTNLCASLDVRTTKELLELVEALGPKICLLKTHVDILTDFSMEGTVKPLKALSAKYNFLLFEDRKFADIGNTVKLQYSAGVYRIAEWADITNAHGVVGPGIVSGLKQAAEEVTKEPRGLLMLAELSCKGSLATGEYTKGTVDIAKSDKDFVIGFIAQRDMGGRDEGYDWLIMTPGVGLDDKGDALGQQYRTVDDVVSTGSDIIIVGRGLFAKGRDAKVEGERYRKAGWEAYLRRCGQQN. The pKi is 10.0.